This data is from Forward reaction prediction with 1.9M reactions from USPTO patents (1976-2016). The task is: Predict the product of the given reaction. (1) Given the reactants [ClH:1].[CH2:2]([O:6][C:7]1([C:31]2[CH:36]=[CH:35][CH:34]=[CH:33][C:32]=2[CH3:37])[CH2:10][N:9]([C:11](=[O:30])[C@H:12]([NH:22]C(=O)OC(C)(C)C)[CH2:13][C:14]2[CH:19]=[CH:18][C:17]([O:20][CH3:21])=[CH:16][CH:15]=2)[CH2:8]1)[CH2:3][CH2:4][CH3:5], predict the reaction product. The product is: [ClH:1].[NH2:22][C@H:12]([CH2:13][C:14]1[CH:15]=[CH:16][C:17]([O:20][CH3:21])=[CH:18][CH:19]=1)[C:11]([N:9]1[CH2:8][C:7]([O:6][CH2:2][CH2:3][CH2:4][CH3:5])([C:31]2[CH:36]=[CH:35][CH:34]=[CH:33][C:32]=2[CH3:37])[CH2:10]1)=[O:30]. (2) Given the reactants [C:1](C(CCCCCCCCCN)C(O)=O)([O:3][CH2:4][CH:5]1[C:17]2[C:12](=[CH:13][CH:14]=[CH:15][CH:16]=2)[C:11]2[C:6]1=[CH:7][CH:8]=[CH:9][CH:10]=2)=[O:2].[OH:32][C:33]1[C:41]2N=NN[C:37]=2[CH:36]=[CH:35][CH:34]=1.Cl.CN(C)[CH2:45][CH2:46][CH2:47][N:48]=C=NCC.[NH2:54][CH2:55][CH2:56][CH:57]([O:61][CH2:62][CH3:63])[O:58][CH2:59][CH3:60].[CH:64](N(CC)C(C)C)(C)[CH3:65], predict the reaction product. The product is: [CH2:59]([O:58][CH:57]([O:61][CH2:62][CH3:63])[CH2:56][CH2:55][NH:54][C:33](=[O:32])[CH2:41][CH2:37][CH2:36][CH2:35][CH2:34][CH2:64][CH2:65][CH2:45][CH2:46][CH2:47][NH:48][C:1](=[O:2])[O:3][CH2:4][CH:5]1[C:6]2[CH:7]=[CH:8][CH:9]=[CH:10][C:11]=2[C:12]2[C:17]1=[CH:16][CH:15]=[CH:14][CH:13]=2)[CH3:60].